This data is from Full USPTO retrosynthesis dataset with 1.9M reactions from patents (1976-2016). The task is: Predict the reactants needed to synthesize the given product. (1) Given the product [CH3:24][S:25]([N:28]1[CH2:29][CH2:30][CH:31]([NH:34][C:2]2[N:7]=[C:6]3[NH:8][N:9]=[C:10]([C:11]4[CH:16]=[CH:15][CH:14]=[CH:13][CH:12]=4)[C:5]3=[CH:4][N:3]=2)[CH2:32][CH2:33]1)(=[O:27])=[O:26], predict the reactants needed to synthesize it. The reactants are: Cl[C:2]1[N:7]=[C:6]2[NH:8][N:9]=[C:10]([C:11]3[CH:16]=[CH:15][CH:14]=[CH:13][CH:12]=3)[C:5]2=[CH:4][N:3]=1.FC(F)(F)C(O)=O.[CH3:24][S:25]([N:28]1[CH2:33][CH2:32][CH:31]([NH2:34])[CH2:30][CH2:29]1)(=[O:27])=[O:26]. (2) Given the product [NH2:32][C:27]1[CH:28]=[CH:29][CH:30]=[CH:31][C:26]=1[NH:25][C:23](=[O:24])[C:22]1[CH:21]=[CH:20][C:19]([C:4]2[C:3]([C:1]#[N:2])=[CH:8][C:7]([CH2:9][N:10]3[CH2:15][CH2:14][N:13]([CH:16]([CH3:17])[CH3:18])[CH2:12][CH2:11]3)=[CH:6][N:5]=2)=[CH:41][CH:40]=1, predict the reactants needed to synthesize it. The reactants are: [C:1]([C:3]1[C:4]([C:19]2[CH:41]=[CH:40][C:22]([C:23]([NH:25][C:26]3[CH:31]=[CH:30][CH:29]=[CH:28][C:27]=3[NH:32]C(=O)OC(C)(C)C)=[O:24])=[CH:21][CH:20]=2)=[N:5][CH:6]=[C:7]([CH2:9][N:10]2[CH2:15][CH2:14][N:13]([CH:16]([CH3:18])[CH3:17])[CH2:12][CH2:11]2)[CH:8]=1)#[N:2].Cl.O. (3) The reactants are: ClC1N=C2C(=CC=1)C=C1N2[C@H](C)CNC1=O.C(OC([C:22]1[N:31]([C@H:32]([CH3:42])[CH2:33][NH:34][C:35](OC(C)(C)C)=[O:36])[C:25]2=[N:26][C:27]([Br:30])=[CH:28][CH:29]=[C:24]2[CH:23]=1)=O)C. Given the product [Br:30][C:27]1[N:26]=[C:25]2[C:24](=[CH:29][CH:28]=1)[CH:23]=[C:22]1[N:31]2[C@H:32]([CH3:42])[CH2:33][NH:34][C:35]1=[O:36], predict the reactants needed to synthesize it. (4) Given the product [F:21][C:18]1[CH:19]=[CH:20][C:14]2[S:13][C:12]([CH2:8][CH2:9][C:10]#[C:11][C:2]3[CH:7]=[CH:6][CH:5]=[CH:4][N:3]=3)=[N:16][C:15]=2[CH:17]=1.[S:13]1[C:14]2[CH:20]=[CH:19][CH:18]=[CH:17][C:15]=2[N:16]=[CH:12]1, predict the reactants needed to synthesize it. The reactants are: Br[C:2]1[CH:7]=[CH:6][CH:5]=[CH:4][N:3]=1.[CH2:8]([C:12]1[S:13][C:14]2[CH:20]=[CH:19][C:18]([F:21])=[CH:17][C:15]=2[N:16]=1)[CH2:9][C:10]#[CH:11].